This data is from Reaction yield outcomes from USPTO patents with 853,638 reactions. The task is: Predict the reaction yield, written as a fraction of the theoretical maximum amount of product (1.0 means a 100% yield; for example, 0.34 means a 34% yield). (1) The reactants are [C:1](=[O:13])([O:6][CH:7]1[CH2:12][CH2:11][CH2:10][CH2:9][CH2:8]1)[O:2][CH:3](Cl)[CH3:4].[Cl:14][C:15]1[C:16]([F:55])=[C:17]([C@@H:21]2[C@:25]([C:28]3[CH:33]=[CH:32][C:31]([Cl:34])=[CH:30][C:29]=3[F:35])([C:26]#[N:27])[C@H:24]([CH2:36][C:37]([CH3:40])([CH3:39])[CH3:38])[NH:23][C@H:22]2[C:41]([NH:43][C:44]2[CH:52]=[CH:51][C:47]([C:48]([OH:50])=[O:49])=[CH:46][C:45]=2[O:53][CH3:54])=[O:42])[CH:18]=[CH:19][CH:20]=1.C(=O)([O-])[O-].[Cs+].[Cs+]. The catalyst is CN(C)C=O.CCCCCC.C(OCC)(=O)C. The product is [Cl:14][C:15]1[C:16]([F:55])=[C:17]([C@@H:21]2[C@:25]([C:28]3[CH:33]=[CH:32][C:31]([Cl:34])=[CH:30][C:29]=3[F:35])([C:26]#[N:27])[C@H:24]([CH2:36][C:37]([CH3:39])([CH3:40])[CH3:38])[NH:23][C@H:22]2[C:41]([NH:43][C:44]2[CH:52]=[CH:51][C:47]([C:48]([O:50][CH:3]([O:2][C:1]([O:6][CH:7]3[CH2:12][CH2:11][CH2:10][CH2:9][CH2:8]3)=[O:13])[CH3:4])=[O:49])=[CH:46][C:45]=2[O:53][CH3:54])=[O:42])[CH:18]=[CH:19][CH:20]=1. The yield is 0.700. (2) The reactants are [Si]([O:8][C:9]1[C:17]2[N:16]=[C:15]([CH:18]([F:20])[F:19])[N:14]([C:21]3[N:26]=[C:25]([N:27]4[CH2:32][CH2:31][O:30][CH2:29][CH2:28]4)[N:24]=[C:23]([N:33]4[CH2:38][CH2:37][N:36]([C:39]([O:41][C:42]([CH3:45])([CH3:44])[CH3:43])=[O:40])[CH2:35][CH2:34]4)[N:22]=3)[C:13]=2[CH:12]=[CH:11][CH:10]=1)(C(C)(C)C)(C)C.[F-].C([N+](CCCC)(CCCC)CCCC)CCC. The catalyst is C1COCC1. The product is [F:20][CH:18]([F:19])[C:15]1[N:14]([C:21]2[N:26]=[C:25]([N:27]3[CH2:28][CH2:29][O:30][CH2:31][CH2:32]3)[N:24]=[C:23]([N:33]3[CH2:38][CH2:37][N:36]([C:39]([O:41][C:42]([CH3:45])([CH3:43])[CH3:44])=[O:40])[CH2:35][CH2:34]3)[N:22]=2)[C:13]2[CH:12]=[CH:11][CH:10]=[C:9]([OH:8])[C:17]=2[N:16]=1. The yield is 1.00. (3) The reactants are [OH:1][CH:2]([CH:11]=[CH2:12])[CH2:3][C:4]([O:6][C:7]([CH3:10])([CH3:9])[CH3:8])=[O:5].C(C(C(C)C)=C[CH2:18][B:19]([O-])[O-:20])(C)C. The catalyst is C(Cl)Cl.Cl[Ru](=CC1C=CC=CC=1)([P](C1CCCCC1)(C1CCCCC1)C1CCCCC1)([P](C1CCCCC1)(C1CCCCC1)C1CCCCC1)Cl. The product is [OH:20][B:19]1[CH2:18][CH:12]=[CH:11][CH:2]([CH2:3][C:4]([O:6][C:7]([CH3:8])([CH3:10])[CH3:9])=[O:5])[O:1]1. The yield is 0.927. (4) The catalyst is C(Cl)Cl.O. The product is [CH3:1][O:2][C:3]1[C:4](=[O:31])[C:5]([CH3:30])=[C:6]([CH2:12][C:13]2[CH:14]=[CH:15][C:16]([C:22]3[CH:27]=[CH:26][CH:25]=[C:24]([O:28][CH3:29])[CH:23]=3)=[C:17]([CH:21]=2)[C:18]([NH:40][C:37]2[CH:38]=[CH:39][C:34]([O:33][CH3:32])=[CH:35][CH:36]=2)=[O:19])[C:7](=[O:11])[C:8]=1[O:9][CH3:10]. The yield is 0.540. The reactants are [CH3:1][O:2][C:3]1[C:4](=[O:31])[C:5]([CH3:30])=[C:6]([CH2:12][C:13]2[CH:14]=[CH:15][C:16]([C:22]3[CH:27]=[CH:26][CH:25]=[C:24]([O:28][CH3:29])[CH:23]=3)=[C:17]([CH:21]=2)[C:18](O)=[O:19])[C:7](=[O:11])[C:8]=1[O:9][CH3:10].[CH3:32][O:33][C:34]1[CH:39]=[CH:38][C:37]([NH2:40])=[CH:36][CH:35]=1.C(N(CC)CC)C.[Cl-].ClC1N(C)CC[NH+]1C. (5) The reactants are [CH3:1][C:2]([CH3:25])([CH3:24])[C:3]([NH:5][C:6]1[CH:7]=[C:8]([CH:13]=[CH:14][C:15]=1[NH:16][CH2:17][CH:18]1[CH2:23][CH2:22][O:21][CH2:20][CH2:19]1)[C:9]([O:11][CH3:12])=[O:10])=O.C(O)(=O)C(C)(C)C. The catalyst is ClCCl. The product is [C:2]([C:3]1[N:16]([CH2:17][CH:18]2[CH2:23][CH2:22][O:21][CH2:20][CH2:19]2)[C:15]2[CH:14]=[CH:13][C:8]([C:9]([O:11][CH3:12])=[O:10])=[CH:7][C:6]=2[N:5]=1)([CH3:25])([CH3:24])[CH3:1]. The yield is 0.760. (6) The reactants are [CH3:1][N:2]([S:28]([C:31]1[S:32][CH:33]=[CH:34][CH:35]=1)(=[O:30])=[O:29])[C:3]1[CH:4]=[CH:5][CH:6]=[C:7]2[C:11]=1[NH:10][C:9]([C:12]1[S:13][C:14]([CH2:17][N:18]3[CH2:23][CH2:22][N:21]([CH2:24][C:25](O)=[O:26])[CH2:20][CH2:19]3)=[CH:15][N:16]=1)=[CH:8]2.[N:36]1(O)[C:40]2C=CC=CC=2N=N1.Cl.CN(C)CCCN=C=NCC.CN.C(=O)([O-])O.[Na+]. The catalyst is CN(C)C=O.C1COCC1. The product is [CH3:40][NH:36][C:25](=[O:26])[CH2:24][N:21]1[CH2:20][CH2:19][N:18]([CH2:17][C:14]2[S:13][C:12]([C:9]3[NH:10][C:11]4[C:7]([CH:8]=3)=[CH:6][CH:5]=[CH:4][C:3]=4[N:2]([CH3:1])[S:28]([C:31]3[S:32][CH:33]=[CH:34][CH:35]=3)(=[O:30])=[O:29])=[N:16][CH:15]=2)[CH2:23][CH2:22]1. The yield is 0.670. (7) The reactants are [Cl-].O[NH3+:3].[C:4](=[O:7])([O-])[OH:5].[Na+].CS(C)=O.[OH:13][C:14]([CH3:54])([CH3:53])[CH2:15][N:16]1[C:24]2[CH2:23][CH2:22][CH:21]([N:25]3[C:30](=[O:31])[C:29]([CH2:32][C:33]4[CH:38]=[CH:37][C:36]([C:39]5[C:40]([C:45]#[N:46])=[CH:41][CH:42]=[CH:43][CH:44]=5)=[CH:35][CH:34]=4)=[C:28]([CH2:47][CH2:48][CH3:49])[N:27]4[N:50]=[CH:51][N:52]=[C:26]34)[CH2:20][C:19]=2[CH:18]=[N:17]1. The catalyst is O.C(OCC)(=O)C. The product is [OH:13][C:14]([CH3:53])([CH3:54])[CH2:15][N:16]1[C:24]2[CH2:23][CH2:22][CH:21]([N:25]3[C:30](=[O:31])[C:29]([CH2:32][C:33]4[CH:38]=[CH:37][C:36]([C:39]5[CH:44]=[CH:43][CH:42]=[CH:41][C:40]=5[C:45]5[NH:3][C:4](=[O:7])[O:5][N:46]=5)=[CH:35][CH:34]=4)=[C:28]([CH2:47][CH2:48][CH3:49])[N:27]4[N:50]=[CH:51][N:52]=[C:26]34)[CH2:20][C:19]=2[CH:18]=[N:17]1. The yield is 0.290. (8) The reactants are [Cl:1][C:2]1[CH:7]=[CH:6][C:5]([NH:8][C:9]2[CH:16]=[CH:15][C:14]([CH3:17])=[CH:13][C:10]=2[C:11]#[N:12])=[C:4]([N+:18]([O-])=O)[CH:3]=1.[Sn](Cl)Cl. The catalyst is C(O)C.Cl. The product is [ClH:1].[Cl:1][C:2]1[CH:7]=[CH:6][C:5]2[NH:8][C:9]3[CH:16]=[CH:15][C:14]([CH3:17])=[CH:13][C:10]=3[C:11]([NH2:12])=[N:18][C:4]=2[CH:3]=1. The yield is 0.800. (9) The reactants are [S:1]1[CH:5]=[CH:4][C:3]([C:6]2[S:14][C:13]3[C:12](=O)[NH:11][CH:10]=[N:9][C:8]=3[CH:7]=2)=[CH:2]1.C(=O)(O)[O-].[Na+].P(Cl)(Cl)([Cl:23])=O. No catalyst specified. The product is [S:1]1[CH:5]=[CH:4][C:3]([C:6]2[S:14][C:13]3[C:12]([Cl:23])=[N:11][CH:10]=[N:9][C:8]=3[CH:7]=2)=[CH:2]1. The yield is 0.810.